From a dataset of Experimentally validated miRNA-target interactions with 360,000+ pairs, plus equal number of negative samples. Binary Classification. Given a miRNA mature sequence and a target amino acid sequence, predict their likelihood of interaction. (1) Result: 0 (no interaction). The miRNA is hsa-miR-6771-5p with sequence CUCGGGAGGGCAUGGGCCAGGC. The protein sequence of the target gene is MAEGLERVRISASELRGILATLAPQAGSRENMKELKEPRQRKDNRRPDLEIYKPGLSRLRNRPKTKEASGNEEFKDEIVNDRDSSAVGNDTQLIQVCKELDSQQQNGPIDAENSQAQETFPKTVGLEDRSLKIIKRSKKPDLQIYQPGRRLQTITKESAGRADEEEILNQVEQLRIEEDECKGEAIKEEVNNKPDKTEIEKHQSNDRVRTAKGEKGKKIEKGEGSKKVADDSVPGKPGSVKRYSRSDKRRNRYRTCSTSSAGSNNSAEGAGLTDNGCRRRRQDRAKERPRLKKQVSLSST.... (2) The miRNA is hsa-miR-4308 with sequence UCCCUGGAGUUUCUUCUU. The protein sequence of the target gene is MGPGERAGGGGDAGKGNAAGGGGGGRSATTAGSRAVSALCLLLSVGSAAACLLLGVQAAALQGRVAALEEERELLRRAGPPGALDAWAEPHLERLLREKLDGLAKIRTAREAPSECVCPPGPPGRRGKPGRRGDPGPPGQSGRDGYPGPLGLDGKPGLPGPKGEKGAPGDFGPRGDQGQDGAAGPPGPPGPPGARGPPGDTGKDGPRGAQGPAGPKGEPGQDGEMGPKGPPGPKGEPGVPGKKGDDGTPSQPGPPGPKGEPGSMGPRGENGVDGAPGPKGEPGHRGTDGAAGPRGAPGLK.... Result: 0 (no interaction).